This data is from Catalyst prediction with 721,799 reactions and 888 catalyst types from USPTO. The task is: Predict which catalyst facilitates the given reaction. (1) Reactant: [CH:1]1[CH:2]=[CH:3][C:4]2[O:10][C:8](=[O:9])[NH:7][C:5]=2[CH:6]=1.C(=O)([O-])[O-].[K+].[K+].Cl[CH2:18][CH2:19][O:20][C:21]1[CH:28]=[CH:27][C:24]([CH:25]=[O:26])=[CH:23][CH:22]=1. Product: [O:9]=[C:8]1[N:7]([CH2:18][CH2:19][O:20][C:21]2[CH:28]=[CH:27][C:24]([CH:25]=[O:26])=[CH:23][CH:22]=2)[C:5]2[CH:6]=[CH:1][CH:2]=[CH:3][C:4]=2[O:10]1. The catalyst class is: 9. (2) Reactant: [NH:1]([C:3](=O)[CH:4]([NH:6][C:7]([C:9]1[S:10][CH:11]=[CH:12][CH:13]=1)=[O:8])[CH3:5])[NH2:2].[C:15]([C:17]1[CH:22]=[CH:21][N:20]=[CH:19][CH:18]=1)#[N:16].C([O-])([O-])=O.[K+].[K+]. Product: [N:20]1[CH:21]=[CH:22][C:17]([C:15]2[N:16]=[C:3]([CH:4]([NH:6][C:7]([C:9]3[S:10][CH:11]=[CH:12][CH:13]=3)=[O:8])[CH3:5])[NH:1][N:2]=2)=[CH:18][CH:19]=1. The catalyst class is: 51. (3) Reactant: [CH3:1][O:2][C:3]1[C:12]([N:13](C2C=CC=CC=2)[C:14](=[O:16])[O-])=[N:11][C:10]2[C:5](=[CH:6][CH:7]=[CH:8][CH:9]=2)[N:4]=1.[CH2:23]([N:25]([CH2:45][C:46]([CH3:48])=[CH2:47])[C:26]1[N:31]=[C:30]([N:32]([CH2:37][CH3:38])[CH2:33][C:34]([CH3:36])=[CH2:35])[N:29]=[C:28]([N:39]2[CH2:44][CH2:43][NH:42][CH2:41][CH2:40]2)[N:27]=1)[CH3:24].C1CCN2C(=NCCC2)CC1. Product: [CH3:1][O:2][C:3]1[C:12]([NH:13][C:14]([N:42]2[CH2:41][CH2:40][N:39]([C:28]3[N:27]=[C:26]([N:25]([CH2:23][CH3:24])[CH2:45][C:46]([CH3:48])=[CH2:47])[N:31]=[C:30]([N:32]([CH2:37][CH3:38])[CH2:33][C:34]([CH3:36])=[CH2:35])[N:29]=3)[CH2:44][CH2:43]2)=[O:16])=[N:11][C:10]2[C:5](=[CH:6][CH:7]=[CH:8][CH:9]=2)[N:4]=1. The catalyst class is: 1. (4) Reactant: [CH3:1][C:2]1([CH3:10])[O:6][CH:5]([CH:7](O)[CH3:8])[CH2:4][O:3]1.C1(P(C2C=CC=CC=2)C2C=CC=CC=2)C=CC=CC=1.[OH:30][N:31]1[C:35](=[O:36])[C:34]2=[CH:37][CH:38]=[CH:39][CH:40]=[C:33]2[C:32]1=[O:41].CCOC(/N=N/C(OCC)=O)=O. Product: [CH3:10][C:2]1([CH3:1])[O:6][CH:5]([CH2:7][CH2:8][O:30][N:31]2[C:35](=[O:36])[C:34]3[C:33](=[CH:40][CH:39]=[CH:38][CH:37]=3)[C:32]2=[O:41])[CH2:4][O:3]1. The catalyst class is: 7. (5) Reactant: [Cl:1][C:2]1[N:3]=[C:4]([NH:18][CH2:19][CH2:20][CH:21]([OH:39])[CH2:22][O:23][C:24]2[CH:29]=[C:28]([N+:30]([O-])=O)[CH:27]=[CH:26][C:25]=2[N:33]2[CH:37]=[N:36][C:35]([CH3:38])=[N:34]2)[C:5]2[CH2:10][CH2:9][CH:8]([C:11]3[CH:16]=[CH:15][C:14]([F:17])=[CH:13][CH:12]=3)[C:6]=2[N:7]=1.[Cl-].[NH4+]. Product: [NH2:30][C:28]1[CH:27]=[CH:26][C:25]([N:33]2[CH:37]=[N:36][C:35]([CH3:38])=[N:34]2)=[C:24]([CH:29]=1)[O:23][CH2:22][CH:21]([OH:39])[CH2:20][CH2:19][NH:18][C:4]1[C:5]2[CH2:10][CH2:9][CH:8]([C:11]3[CH:16]=[CH:15][C:14]([F:17])=[CH:13][CH:12]=3)[C:6]=2[N:7]=[C:2]([Cl:1])[N:3]=1. The catalyst class is: 406. (6) Reactant: [CH3:1][CH:2]([CH:8]([CH3:10])[CH3:9])[CH2:3][CH2:4][C:5](=[O:7])[CH3:6].N.[CH:12]#[CH:13].[OH-].[K+]. Product: [CH3:6][C:5]([OH:7])([CH2:4][CH2:3][CH:2]([CH3:1])[CH:8]([CH3:10])[CH3:9])[C:12]#[CH:13]. The catalyst class is: 15. (7) Reactant: [NH3:1].[C:2]([C:4]1[CH:9]=[CH:8][C:7]([N:10]2[C:14]([C:15]3[N:20]=[C:19]([C:21]([O:23]C)=O)[C:18](=[O:25])[N:17]([C:26]4[CH:31]=[CH:30][CH:29]=[C:28]([C:32]([F:35])([F:34])[F:33])[CH:27]=4)[C:16]=3[CH3:36])=[CH:13][CH:12]=[N:11]2)=[CH:6][CH:5]=1)#[N:3]. Product: [C:2]([C:4]1[CH:5]=[CH:6][C:7]([N:10]2[C:14]([C:15]3[N:20]=[C:19]([C:21]([NH2:1])=[O:23])[C:18](=[O:25])[N:17]([C:26]4[CH:31]=[CH:30][CH:29]=[C:28]([C:32]([F:35])([F:33])[F:34])[CH:27]=4)[C:16]=3[CH3:36])=[CH:13][CH:12]=[N:11]2)=[CH:8][CH:9]=1)#[N:3]. The catalyst class is: 5. (8) Reactant: Br[CH2:2][C:3]1[C:8]([O:9][CH2:10][CH3:11])=[CH:7][CH:6]=[CH:5][C:4]=1[N:12]1[C:16](=[O:17])[N:15]([CH3:18])[N:14]=[N:13]1.[CH3:19][O:20][C:21]1[CH:26]=[CH:25][C:24]([N:27]2[CH:31]=[CH:30][C:29]([OH:32])=[N:28]2)=[CH:23][CH:22]=1.C(=O)([O-])[O-].[K+].[K+].C(#N)C. Product: [CH3:19][O:20][C:21]1[CH:22]=[CH:23][C:24]([N:27]2[CH:31]=[CH:30][C:29]([O:32][CH2:2][C:3]3[C:8]([O:9][CH2:10][CH3:11])=[CH:7][CH:6]=[CH:5][C:4]=3[N:12]3[C:16](=[O:17])[N:15]([CH3:18])[N:14]=[N:13]3)=[N:28]2)=[CH:25][CH:26]=1. The catalyst class is: 6.